From a dataset of Reaction yield outcomes from USPTO patents with 853,638 reactions. Predict the reaction yield, written as a fraction of the theoretical maximum amount of product (1.0 means a 100% yield; for example, 0.34 means a 34% yield). (1) The reactants are Cl.Cl.[NH:3]1[CH2:6][CH:5]([C:7]2[C:8]([O:28][CH3:29])=[C:9]([CH:15]([N:17]3[C:21]4=[N:22][CH:23]=[N:24][C:25]([NH2:26])=[C:20]4[C:19]([CH3:27])=[N:18]3)[CH3:16])[CH:10]=[C:11]([Cl:14])[C:12]=2[CH3:13])[CH2:4]1.[OH:30][C@@H:31]([CH3:35])[C:32](O)=[O:33].C(N(CC)CC)C.F[P-](F)(F)(F)(F)F.C[N+](C)=C(N(C)C)ON1C2N=CC=CC=2N=N1. The catalyst is CN(C)C=O.CO. The product is [NH2:26][C:25]1[N:24]=[CH:23][N:22]=[C:21]2[N:17]([CH:15]([C:9]3[C:8]([O:28][CH3:29])=[C:7]([CH:5]4[CH2:4][N:3]([C:32](=[O:33])[C@@H:31]([OH:30])[CH3:35])[CH2:6]4)[C:12]([CH3:13])=[C:11]([Cl:14])[CH:10]=3)[CH3:16])[N:18]=[C:19]([CH3:27])[C:20]=12. The yield is 0.200. (2) The reactants are [CH3:1][C:2]1[CH:3]=[C:4]([CH3:12])[C:5]2[O:9][C:8]([NH2:10])=[N:7][C:6]=2[CH:11]=1.[CH3:28][C:23]1([CH3:29])[C:24]([CH3:27])([CH3:26])[O:25][B:21]([B:21]2[O:25][C:24]([CH3:27])([CH3:26])[C:23]([CH3:29])([CH3:28])[O:22]2)[O:22]1.[C:31]([O-])(=O)[CH3:32].[K+].C(Cl)Cl. The catalyst is CN(C=O)C. The product is [CH3:1][C:2]1[CH:3]=[C:4]([CH3:12])[C:5]2[O:9][C:8]([NH:10][C:32]3[CH:31]=[CH:6][C:11]([B:21]4[O:22][C:23]([CH3:28])([CH3:29])[C:24]([CH3:26])([CH3:27])[O:25]4)=[CH:2][CH:1]=3)=[N:7][C:6]=2[CH:11]=1. The yield is 0.770. (3) The reactants are CN(C)/[CH:3]=[CH:4]/[C:5]([C:7]1[C:8]([C:20]2[CH:25]=[CH:24][C:23]([F:26])=[CH:22][CH:21]=2)=[N:9][N:10]2[CH:15]=[C:14]([C:16]([F:19])([F:18])[F:17])[CH:13]=[CH:12][C:11]=12)=O.S(O)(O)(=O)=O.[N:33]1([C:38](=[NH:40])[NH2:39])[CH2:37][CH2:36][CH2:35][CH2:34]1.C(=O)([O-])[O-].[K+].[K+].CCOCC. The catalyst is CN1CCCC1=O.O. The product is [F:26][C:23]1[CH:22]=[CH:21][C:20]([C:8]2[C:7]([C:5]3[CH:4]=[CH:3][N:39]=[C:38]([N:33]4[CH2:37][CH2:36][CH2:35][CH2:34]4)[N:40]=3)=[C:11]3[CH:12]=[CH:13][C:14]([C:16]([F:17])([F:19])[F:18])=[CH:15][N:10]3[N:9]=2)=[CH:25][CH:24]=1. The yield is 0.710. (4) The reactants are [CH3:1][CH:2]1[CH2:7][CH2:6][C:5](=O)[CH:4]([CH2:9][C:10](=O)[CH3:11])[CH2:3]1.[NH2:13][C:14]1[CH:22]=[CH:21][C:17]([C:18]([OH:20])=[O:19])=[CH:16][CH:15]=1. No catalyst specified. The product is [CH3:11][C:10]1[N:13]([C:14]2[CH:22]=[CH:21][C:17]([C:18]([OH:20])=[O:19])=[CH:16][CH:15]=2)[C:5]2[CH2:6][CH2:7][CH:2]([CH3:1])[CH2:3][C:4]=2[CH:9]=1. The yield is 0.660.